Task: Predict the reactants needed to synthesize the given product.. Dataset: Full USPTO retrosynthesis dataset with 1.9M reactions from patents (1976-2016) (1) Given the product [O:71]1[CH:75]=[N:74][C:73]([C:76]([NH:79][C:28]([C:27]2[CH:31]=[C:32]([C:35]3[CH:36]=[C:37]4[C:49]([C:50]([NH:51][CH3:52])=[O:53])=[C:48]([C:54]5[CH:59]=[CH:58][C:57]([F:60])=[CH:56][CH:55]=5)[O:47][C:38]4=[N:39][C:40]=3[CH2:41][CH2:42][C:43]([F:45])([F:46])[F:44])[CH:33]=[CH:34][C:26]=2[F:25])=[O:30])([CH3:78])[CH3:77])=[N:72]1, predict the reactants needed to synthesize it. The reactants are: CN(C(ON1N=NC2C=CC=NC1=2)=[N+](C)C)C.F[P-](F)(F)(F)(F)F.[F:25][C:26]1[CH:34]=[CH:33][C:32]([C:35]2[CH:36]=[C:37]3[C:49]([C:50](=[O:53])[NH:51][CH3:52])=[C:48]([C:54]4[CH:59]=[CH:58][C:57]([F:60])=[CH:56][CH:55]=4)[O:47][C:38]3=[N:39][C:40]=2[CH2:41][CH2:42][C:43]([F:46])([F:45])[F:44])=[CH:31][C:27]=1[C:28]([OH:30])=O.C(N(C(C)C)C(C)C)C.Cl.[O:71]1[CH:75]=[N:74][C:73]([C:76]([NH2:79])([CH3:78])[CH3:77])=[N:72]1. (2) Given the product [CH3:8][S:9]([O:13][CH2:14][C:15]1[CH:16]=[CH:17][CH:18]=[C:19]([C:21](=[O:22])[N:23]([O:25][CH3:26])[CH3:24])[N:20]=1)(=[O:11])=[O:10], predict the reactants needed to synthesize it. The reactants are: C(N(CC)CC)C.[CH3:8][S:9](Cl)(=[O:11])=[O:10].[OH:13][CH2:14][C:15]1[N:20]=[C:19]([C:21]([N:23]([O:25][CH3:26])[CH3:24])=[O:22])[CH:18]=[CH:17][CH:16]=1.C(=O)([O-])O.[Na+].